Task: Predict the product of the given reaction.. Dataset: Forward reaction prediction with 1.9M reactions from USPTO patents (1976-2016) (1) Given the reactants CN(C1C2C[C@@H]3C(C(=O)C=2C(O)=CC=1)=C(O)[C@@]1(O)[C@H]([C@H](N(C)C)C(O)=C(C(N)=O)C1=[O:18])C3)C.C[C@]1(O)[C@@H]2C(=C(O)[C@]3(O)C(=O)C(C(N)=O)=C(O)[C@@H](N(C)C)[C@@H]3C2)C(=O)C2C(O)=CC=C(Cl)C1=2.C[C@@H]1O[C@@H](O[C@H]2[C@H](O)[C@@H](O)[C@H](NC(N)=N)[C@@H](O)[C@@H]2NC(N)=N)[C@H](O[C@@H]2O[C@@H](CO)[C@H](O)[C@@H](O)[C@@H]2NC)[C@@]1(O)C=O.CC[O:109][C:110]([C@@H:112]([NH:120]C(C1C=CC=CC=1)=O)[CH2:113][CH2:114][CH2:115][N:116]=[C:117](N)[NH2:118])=[O:111], predict the reaction product. The product is: [NH2:120][C@H:112]([C:110]([OH:109])=[O:111])[CH2:113][CH2:114][CH2:115][NH:116][C:117]([NH2:118])=[O:18]. (2) Given the reactants [CH:1]([NH:4][CH:5]([CH3:7])C)([CH3:3])C.[CH2:8]([Li])CCC.[N+](C)([O-])=O.[CH:17]1[C:22]2C=C[CH2:25][CH2:26][CH2:27][C:21]=2[CH:20]=[CH:19][CH:18]=1, predict the reaction product. The product is: [CH3:8][N:4]1[CH2:1][C@H:3]2[C:20]3[CH:19]=[CH:18][CH:17]=[CH:22][C:21]=3[CH2:27][CH2:26][CH2:25][C@H:7]2[CH2:5]1. (3) Given the reactants C(OC([N:8]1[CH2:14][CH2:13][CH2:12][C@@H:11]([O:15][C:16]2[CH:21]=[C:20]([F:22])[CH:19]=[CH:18][C:17]=2[C:23]([N:25]2[CH2:39][C:28]3=[C:29]4[N:34]([N:35]=[C:27]3[CH2:26]2)[C:33]([CH3:36])=[C:32]([Cl:37])[C:31]([CH3:38])=[N:30]4)=[O:24])[CH2:10][CH2:9]1)=O)(C)(C)C.Cl, predict the reaction product. The product is: [NH:8]1[CH2:14][CH2:13][CH2:12][C@@H:11]([O:15][C:16]2[CH:21]=[C:20]([F:22])[CH:19]=[CH:18][C:17]=2[C:23]([N:25]2[CH2:39][C:28]3=[C:29]4[N:34]([N:35]=[C:27]3[CH2:26]2)[C:33]([CH3:36])=[C:32]([Cl:37])[C:31]([CH3:38])=[N:30]4)=[O:24])[CH2:10][CH2:9]1.